Dataset: Full USPTO retrosynthesis dataset with 1.9M reactions from patents (1976-2016). Task: Predict the reactants needed to synthesize the given product. (1) Given the product [Cl:15][C:12]1[CH:13]=[C:14]2[C:9](=[CH:10][CH:11]=1)[N:8]([S:16]([C:19]1[CH:20]=[N:21][CH:22]=[C:23]([C:25]3[CH:26]=[CH:27][C:28]([C:31]([F:33])([F:34])[F:32])=[CH:29][CH:30]=3)[CH:24]=1)(=[O:17])=[O:18])[CH:7]=[C:6]2[CH2:5][CH2:4][C:3]([OH:35])=[O:2], predict the reactants needed to synthesize it. The reactants are: C[O:2][C:3](=[O:35])[CH2:4][CH2:5][C:6]1[C:14]2[C:9](=[CH:10][CH:11]=[C:12]([Cl:15])[CH:13]=2)[N:8]([S:16]([C:19]2[CH:20]=[N:21][CH:22]=[C:23]([C:25]3[CH:30]=[CH:29][C:28]([C:31]([F:34])([F:33])[F:32])=[CH:27][CH:26]=3)[CH:24]=2)(=[O:18])=[O:17])[CH:7]=1.[Li+].[OH-].C(OCC)(=O)C.CCCCCC.Cl. (2) Given the product [CH2:29]([O:18][C:17]([C:14]1[CH:15]=[C:16]2[C:11]([CH2:10][CH2:9][C:8]([C:20]([OH:22])=[O:21])=[C:7]2[C:1]2[CH:2]=[CH:3][CH:4]=[CH:5][CH:6]=2)=[CH:12][CH:13]=1)=[O:19])[C:30]1[CH:35]=[CH:34][CH:33]=[CH:32][CH:31]=1, predict the reactants needed to synthesize it. The reactants are: [C:1]1([C:7]2[C:16]3[C:11](=[CH:12][CH:13]=[C:14]([C:17]([OH:19])=[O:18])[CH:15]=3)[CH2:10][CH2:9][C:8]=2[C:20]([OH:22])=[O:21])[CH:6]=[CH:5][CH:4]=[CH:3][CH:2]=1.C(=O)([O-])[O-].[K+].[K+].[CH2:29](Br)[C:30]1[CH:35]=[CH:34][CH:33]=[CH:32][CH:31]=1.CN(C=O)C. (3) Given the product [CH:24]1([N:30]2[CH2:2][CH2:3][C:4]3([CH2:5][CH2:6][N:7]([C:10]([O:12][CH2:13][C:14]4[CH:15]=[CH:16][CH:17]=[CH:18][CH:19]=4)=[O:11])[CH2:8][CH2:9]3)[C:20]2=[O:22])[CH2:29][CH2:28][CH2:27][CH2:26][CH2:25]1, predict the reactants needed to synthesize it. The reactants are: Cl[CH2:2][CH2:3][C:4]1([C:20]([O:22]C)=O)[CH2:9][CH2:8][N:7]([C:10]([O:12][CH2:13][C:14]2[CH:19]=[CH:18][CH:17]=[CH:16][CH:15]=2)=[O:11])[CH2:6][CH2:5]1.[CH:24]1([NH2:30])[CH2:29][CH2:28][CH2:27][CH2:26][CH2:25]1.[I-].[Na+].C(=O)([O-])[O-].[K+].[K+]. (4) Given the product [CH2:40]([NH:39][S:36]([C:32]1[CH:31]=[C:30]([NH:29][C:12]([C:11]2[CH:10]=[N:9][N:8]3[C:3]([CH:2]([F:28])[F:1])=[CH:4][C:5]([C:15]4[CH:20]=[CH:19][C:18]([C:21]([F:24])([F:22])[F:23])=[C:17]([O:25][CH2:26][CH3:27])[CH:16]=4)=[N:6][C:7]=23)=[O:13])[CH:35]=[CH:34][CH:33]=1)(=[O:38])=[O:37])[CH3:41], predict the reactants needed to synthesize it. The reactants are: [F:1][CH:2]([F:28])[C:3]1[N:8]2[N:9]=[CH:10][C:11]([C:12](O)=[O:13])=[C:7]2[N:6]=[C:5]([C:15]2[CH:20]=[CH:19][C:18]([C:21]([F:24])([F:23])[F:22])=[C:17]([O:25][CH2:26][CH3:27])[CH:16]=2)[CH:4]=1.[NH2:29][C:30]1[CH:31]=[C:32]([S:36]([NH:39][CH2:40][CH3:41])(=[O:38])=[O:37])[CH:33]=[CH:34][CH:35]=1. (5) Given the product [NH2:21][C:7]1[C:8]([O:19][CH3:20])=[C:9]([NH:11][S:12]([C:15]([F:16])([F:17])[F:18])(=[O:14])=[O:13])[CH:10]=[C:5]([C:1]([CH3:2])([CH3:3])[CH3:4])[CH:6]=1, predict the reactants needed to synthesize it. The reactants are: [C:1]([C:5]1[CH:6]=[C:7]([N+:21]([O-])=O)[C:8]([O:19][CH3:20])=[C:9]([NH:11][S:12]([C:15]([F:18])([F:17])[F:16])(=[O:14])=[O:13])[CH:10]=1)([CH3:4])([CH3:3])[CH3:2].[NH4+].[Cl-].